From a dataset of NCI-60 drug combinations with 297,098 pairs across 59 cell lines. Regression. Given two drug SMILES strings and cell line genomic features, predict the synergy score measuring deviation from expected non-interaction effect. (1) Drug 1: CC1=C2C(C(=O)C3(C(CC4C(C3C(C(C2(C)C)(CC1OC(=O)C(C(C5=CC=CC=C5)NC(=O)OC(C)(C)C)O)O)OC(=O)C6=CC=CC=C6)(CO4)OC(=O)C)O)C)O. Drug 2: C1CN(P(=O)(OC1)NCCCl)CCCl. Cell line: MCF7. Synergy scores: CSS=2.63, Synergy_ZIP=-1.23, Synergy_Bliss=0.777, Synergy_Loewe=-10.5, Synergy_HSA=-2.91. (2) Drug 1: CC1OCC2C(O1)C(C(C(O2)OC3C4COC(=O)C4C(C5=CC6=C(C=C35)OCO6)C7=CC(=C(C(=C7)OC)O)OC)O)O. Drug 2: C(CCl)NC(=O)N(CCCl)N=O. Cell line: DU-145. Synergy scores: CSS=17.5, Synergy_ZIP=-6.64, Synergy_Bliss=0.446, Synergy_Loewe=-27.7, Synergy_HSA=-2.02.